This data is from Forward reaction prediction with 1.9M reactions from USPTO patents (1976-2016). The task is: Predict the product of the given reaction. (1) Given the reactants [F:1][C:2]1[CH:7]=[CH:6][C:5]([CH:8]([N+:19]#[C-:20])S(C2C=CC(C)=CC=2)(=O)=O)=[CH:4][CH:3]=1.[C:21]([O:25][CH2:26][CH3:27])(=[O:24])[CH:22]=[O:23].C(=O)([O-])[O-].[K+].[K+], predict the reaction product. The product is: [F:1][C:2]1[CH:3]=[CH:4][C:5]([C:8]2[N:19]=[CH:20][O:23][C:22]=2[C:21]([O:25][CH2:26][CH3:27])=[O:24])=[CH:6][CH:7]=1. (2) Given the reactants FC(F)(F)S(O[C:7]1[CH:12]=[CH:11][C:10]([CH2:13][CH2:14][N:15]([CH2:23][C@@H:24]([C:33]2[CH:42]=[CH:41][C:40]([O:43][CH2:44][C:45]3[CH:50]=[CH:49][CH:48]=[CH:47][CH:46]=3)=[C:39]3[C:34]=2[CH:35]=[CH:36][C:37](=[O:51])[NH:38]3)[O:25][Si:26]([C:29]([CH3:32])([CH3:31])[CH3:30])([CH3:28])[CH3:27])[C:16]([O:18][C:19]([CH3:22])([CH3:21])[CH3:20])=[O:17])=[CH:9][CH:8]=1)(=O)=O.[CH:54]([O:56][C:57]1[CH:62]=[CH:61][CH:60]=[CH:59][CH:58]=1)=[O:55].C1(P(C2C=CC=CC=2)C2C3OC4C(=CC=CC=4P(C4C=CC=CC=4)C4C=CC=CC=4)C(C)(C)C=3C=CC=2)C=CC=CC=1.C(N(CC)CC)C, predict the reaction product. The product is: [CH2:44]([O:43][C:40]1[CH:41]=[CH:42][C:33]([C@@H:24]([O:25][Si:26]([C:29]([CH3:32])([CH3:31])[CH3:30])([CH3:27])[CH3:28])[CH2:23][N:15]([C:16]([O:18][C:19]([CH3:22])([CH3:20])[CH3:21])=[O:17])[CH2:14][CH2:13][C:10]2[CH:11]=[CH:12][C:7]([C:54]([O:56][C:57]3[CH:62]=[CH:61][CH:60]=[CH:59][CH:58]=3)=[O:55])=[CH:8][CH:9]=2)=[C:34]2[C:39]=1[NH:38][C:37](=[O:51])[CH:36]=[CH:35]2)[C:45]1[CH:46]=[CH:47][CH:48]=[CH:49][CH:50]=1. (3) The product is: [CH3:1][CH2:2][O:3][C:4]1[N:12]([CH2:13][C:14]2[CH:19]=[CH:18][C:17]([C:20]3[CH:21]=[CH:22][CH:23]=[CH:24][C:25]=3[C:26]3[N:27]=[N:28][NH:29][N:30]=3)=[CH:16][CH:15]=2)[C:11]2[C:10]([C:50]([O:52][CH:53]([O:55][C:56]([O:58][CH:59]3[CH2:60][CH2:61][CH2:62][CH2:63][CH2:64]3)=[O:57])[CH3:54])=[O:51])=[CH:9][CH:8]=[CH:7][C:6]=2[N:5]=1. Given the reactants [CH3:1][CH2:2][O:3][C:4]1[N:12]([CH2:13][C:14]2[CH:19]=[CH:18][C:17]([C:20]3[C:25]([C:26]4[N:30](C(C5C=CC=CC=5)(C5C=CC=CC=5)C5C=CC=CC=5)[N:29]=[N:28][N:27]=4)=[CH:24][CH:23]=[CH:22][CH:21]=3)=[CH:16][CH:15]=2)[C:11]2[C:6](=[CH:7][CH:8]=[CH:9][C:10]=2[C:50]([O:52][CH:53]([O:55][C:56]([O:58][CH:59]2[CH2:64][CH2:63][CH2:62][CH2:61][CH2:60]2)=[O:57])[CH3:54])=[O:51])[N:5]=1.CS(O)(=O)=O.O.C([O-])(O)=O.[Na+], predict the reaction product. (4) Given the reactants [CH:1]1([NH:7][C:8]([C:10]2[C:14]([CH3:15])=[C:13]([C:16]3[CH:21]=[CH:20][C:19]([OH:22])=[CH:18][CH:17]=3)[N:12]([C:23]3[CH:28]=[CH:27][C:26]([Cl:29])=[CH:25][C:24]=3[Cl:30])[N:11]=2)=[O:9])[CH2:6][CH2:5][CH2:4][CH2:3][CH2:2]1.C(N(CC)CC)C.[CH2:38]([S:41](Cl)(=[O:43])=[O:42])[CH2:39][CH3:40], predict the reaction product. The product is: [CH2:38]([S:41]([O:22][C:19]1[CH:18]=[CH:17][C:16]([C:13]2[N:12]([C:23]3[CH:28]=[CH:27][C:26]([Cl:29])=[CH:25][C:24]=3[Cl:30])[N:11]=[C:10]([C:8]([NH:7][CH:1]3[CH2:6][CH2:5][CH2:4][CH2:3][CH2:2]3)=[O:9])[C:14]=2[CH3:15])=[CH:21][CH:20]=1)(=[O:43])=[O:42])[CH2:39][CH3:40]. (5) Given the reactants [CH3:1][CH:2]([C:4]1[C:12]([C:13]([CH:15]([NH2:17])[CH3:16])=[O:14])=[C:11]2[N:6]([CH:7]=[CH:8][CH:9]=[CH:10]2)[N:5]=1)[CH3:3].[CH3:18][CH:19]([C:21]1[C:22]([C:30](C(C)C)=[O:31])=[C:23]2[N:28]([N:29]=1)[CH:27]=[CH:26][CH:25]=[CH:24]2)[CH3:20].C(C1C=C2C=CC=CN2N=1)(C)C.CC(C)C=[O:50], predict the reaction product. The product is: [CH3:3][CH:2]([C:4]1[C:12]([C:13]([CH:15]([NH2:17])[CH3:16])=[O:14])=[C:11]2[N:6]([CH:7]=[CH:8][CH:9]=[CH:10]2)[N:5]=1)[CH3:1].[CH:19]([C:21]1[CH:22]=[C:23]2[CH:24]=[CH:25][CH:26]=[CH:27][N:28]2[N:29]=1)([CH3:20])[CH3:18].[CH:19]([C:21]1[C:22]([C:30]([OH:31])=[O:50])=[C:23]2[CH:24]=[CH:25][CH:26]=[CH:27][N:28]2[N:29]=1)([CH3:18])[CH3:20]. (6) Given the reactants P(Cl)(Cl)([Cl:3])=O.[CH2:6]([O:13][C:14]1[CH:23]=[C:22]2[C:17]([C:18](=O)[CH:19]=[CH:20][NH:21]2)=[CH:16][C:15]=1[O:25][CH3:26])[C:7]1[CH:12]=[CH:11][CH:10]=[CH:9][CH:8]=1, predict the reaction product. The product is: [CH2:6]([O:13][C:14]1[CH:23]=[C:22]2[C:17]([C:18]([Cl:3])=[CH:19][CH:20]=[N:21]2)=[CH:16][C:15]=1[O:25][CH3:26])[C:7]1[CH:12]=[CH:11][CH:10]=[CH:9][CH:8]=1.